This data is from Full USPTO retrosynthesis dataset with 1.9M reactions from patents (1976-2016). The task is: Predict the reactants needed to synthesize the given product. The reactants are: Cl.Cl.[NH2:3][CH:4]1[CH2:12][CH2:11][C:7]2[NH:8][CH:9]=[N:10][C:6]=2[CH2:5]1.C(N(CC)CC)C.[C:20]1([N:26]=[C:27]=[S:28])[CH:25]=[CH:24][CH:23]=[CH:22][CH:21]=1.Cl. Given the product [C:20]1([NH:26][C:27]([NH:3][CH:4]2[CH2:12][CH2:11][C:7]3[NH:8][CH:9]=[N:10][C:6]=3[CH2:5]2)=[S:28])[CH:25]=[CH:24][CH:23]=[CH:22][CH:21]=1, predict the reactants needed to synthesize it.